Dataset: Full USPTO retrosynthesis dataset with 1.9M reactions from patents (1976-2016). Task: Predict the reactants needed to synthesize the given product. (1) The reactants are: [NH2:1][CH2:2][CH2:3][CH2:4][N:5]1[C:17]2[C:16]3[CH:15]=[CH:14][CH:13]=[CH:12][C:11]=3[N:10]=[C:9]([NH2:18])[C:8]=2[N:7]=[C:6]1[CH2:19][CH2:20][O:21][CH3:22].[CH2:23]([N:26]=[C:27]=[S:28])[CH2:24][CH3:25]. Given the product [NH2:18][C:9]1[C:8]2[N:7]=[C:6]([CH2:19][CH2:20][O:21][CH3:22])[N:5]([CH2:4][CH2:3][CH2:2][NH:1][C:27]([NH:26][CH2:23][CH2:24][CH3:25])=[S:28])[C:17]=2[C:16]2[CH:15]=[CH:14][CH:13]=[CH:12][C:11]=2[N:10]=1, predict the reactants needed to synthesize it. (2) Given the product [F:17][C:14]([F:15])([F:16])[CH2:13][CH:11]1[CH2:12][NH:8][C:9](=[O:18])[CH2:10]1, predict the reactants needed to synthesize it. The reactants are: C([N:8]1[CH2:12][CH:11]([CH2:13][C:14]([F:17])([F:16])[F:15])[CH2:10][C:9]1=[O:18])C1C=CC=CC=1.N.[Na].[Cl-].[NH4+]. (3) Given the product [CH3:56][N:55]([CH3:57])[C@@H:51]([CH:52]([CH3:54])[CH3:53])[C:50]([NH:49][C@@H:45]([CH:46]([CH3:48])[CH3:47])[C:44]([N:43]([C@@H:38]([C@@H:39]([CH3:42])[CH2:40][CH3:41])[C@H:37]([O:61][CH3:62])[CH2:36][C:35]([N:31]1[CH2:32][CH2:33][CH2:34][C@H:30]1[C@H:27]([O:28][CH3:29])[C@@H:26]([CH3:64])[C:25]([NH:24][C@H:16]([C:15]([NH:14][S:11]([C:8]1[CH:9]=[CH:10][C:5]([C:2]2([NH:1][C:80](=[O:81])[C@@H:79]([NH:78][C:76](=[O:77])[C@@H:75]([NH:74][C:72](=[O:73])[O:71][C:67]([CH3:69])([CH3:68])[CH3:70])[CH:90]([CH3:92])[CH3:91])[CH2:83][CH2:84][CH2:85][NH:86][C:87]([NH2:89])=[O:88])[CH2:4][CH2:3]2)=[CH:6][CH:7]=1)(=[O:13])=[O:12])=[O:66])[CH2:17][C:18]1[CH:19]=[CH:20][CH:21]=[CH:22][CH:23]=1)=[O:65])=[O:63])[CH3:60])=[O:59])=[O:58], predict the reactants needed to synthesize it. The reactants are: [NH2:1][C:2]1([C:5]2[CH:10]=[CH:9][C:8]([S:11]([NH:14][C:15](=[O:66])[C@@H:16]([NH:24][C:25](=[O:65])[C@H:26]([CH3:64])[C@H:27]([C@@H:30]3[CH2:34][CH2:33][CH2:32][N:31]3[C:35](=[O:63])[CH2:36][C@@H:37]([O:61][CH3:62])[C@@H:38]([N:43]([CH3:60])[C:44](=[O:59])[C@@H:45]([NH:49][C:50](=[O:58])[C@@H:51]([N:55]([CH3:57])[CH3:56])[CH:52]([CH3:54])[CH3:53])[CH:46]([CH3:48])[CH3:47])[C@@H:39]([CH3:42])[CH2:40][CH3:41])[O:28][CH3:29])[CH2:17][C:18]3[CH:23]=[CH:22][CH:21]=[CH:20][CH:19]=3)(=[O:13])=[O:12])=[CH:7][CH:6]=2)[CH2:4][CH2:3]1.[C:67]([O:71][C:72]([NH:74][C@H:75]([CH:90]([CH3:92])[CH3:91])[C:76]([NH:78][C@H:79]([CH2:83][CH2:84][CH2:85][NH:86][C:87]([NH2:89])=[O:88])[C:80](O)=[O:81])=[O:77])=[O:73])([CH3:70])([CH3:69])[CH3:68].